The task is: Predict the product of the given reaction.. This data is from Forward reaction prediction with 1.9M reactions from USPTO patents (1976-2016). (1) Given the reactants [NH2:1][C:2]1[CH:7]=[CH:6][CH:5]=[C:4]([CH3:8])[CH:3]=1.Br[CH2:10][CH2:11][CH2:12][CH2:13][CH2:14][CH2:15][CH2:16][CH2:17][CH2:18][CH3:19].C(=O)(O)[O-].[Na+].C(O[C:29](=O)[CH3:30])(=O)C, predict the reaction product. The product is: [CH2:10]([N:1]([CH2:10][CH2:11][CH2:12][CH2:13][CH2:14][CH2:15][CH2:16][CH2:17][CH2:29][CH3:30])[C:2]1[CH:7]=[CH:6][CH:5]=[C:4]([CH3:8])[CH:3]=1)[CH2:11][CH2:12][CH2:13][CH2:14][CH2:15][CH2:16][CH2:17][CH2:18][CH3:19]. (2) Given the reactants C(OC([NH:11][C:12]1([CH3:24])[CH2:17][CH2:16][N:15]([CH2:18][C:19]([O:21][CH2:22][CH3:23])=[O:20])[CH2:14][CH2:13]1)=O)C1C=CC=CC=1, predict the reaction product. The product is: [NH2:11][C:12]1([CH3:24])[CH2:13][CH2:14][N:15]([CH2:18][C:19]([O:21][CH2:22][CH3:23])=[O:20])[CH2:16][CH2:17]1. (3) The product is: [CH3:3][C@@H:2]([C@H:9]([C:10]1[CH:15]=[CH:14][CH:13]=[CH:12][CH:11]=1)[CH2:8][N+:5]([O-:7])=[O:6])[CH:1]=[O:4]. Given the reactants [CH:1](=[O:4])[CH2:2][CH3:3].[N+:5](/[CH:8]=[CH:9]/[C:10]1[CH:15]=[CH:14][CH:13]=[CH:12][CH:11]=1)([O-:7])=[O:6].CC(O)C.CCCCCC, predict the reaction product.